This data is from Full USPTO retrosynthesis dataset with 1.9M reactions from patents (1976-2016). The task is: Predict the reactants needed to synthesize the given product. (1) Given the product [NH2:21][C:17]1[CH:16]=[C:15]([CH:5]2[CH2:4][C:3]([CH3:2])([CH3:24])[C:12]3[C:7](=[CH:8][CH:9]=[C:10]([C:13]#[N:14])[CH:11]=3)[NH:6]2)[CH:20]=[CH:19][CH:18]=1, predict the reactants needed to synthesize it. The reactants are: Cl.[CH3:2][C:3]1([CH3:24])[C:12]2[C:7](=[CH:8][CH:9]=[C:10]([C:13]#[N:14])[CH:11]=2)[NH:6][CH:5]([C:15]2[CH:20]=[CH:19][CH:18]=[C:17]([N+:21]([O-])=O)[CH:16]=2)[CH2:4]1. (2) Given the product [F:21][C:18]1[CH:19]=[CH:20][C:15]([NH:14][C:13]2[C:8]3[C:7]([CH3:29])=[C:6]([C:4]([OH:5])=[O:3])[S:28][C:9]=3[N:10]=[CH:11][N:12]=2)=[C:16]([O:22][C@@H:23]2[CH2:27][CH2:26][O:25][CH2:24]2)[CH:17]=1, predict the reactants needed to synthesize it. The reactants are: C([O:3][C:4]([C:6]1[S:28][C:9]2[N:10]=[CH:11][N:12]=[C:13]([NH:14][C:15]3[CH:20]=[CH:19][C:18]([F:21])=[CH:17][C:16]=3[O:22][C@@H:23]3[CH2:27][CH2:26][O:25][CH2:24]3)[C:8]=2[C:7]=1[CH3:29])=[O:5])C.[OH-].[Na+]. (3) Given the product [C:18]([O:17][C:15]([N:12]1[CH2:13][CH2:14][CH:9]([C:7]2[N:8]=[C:3]([C:22]([O:24][CH2:25][CH3:26])=[O:23])[CH:4]=[CH:5][CH:6]=2)[CH2:10][CH2:11]1)=[O:16])([CH3:21])([CH3:19])[CH3:20], predict the reactants needed to synthesize it. The reactants are: C([C:3]1([C:22]([O-:24])=[O:23])[NH:8][C:7]([C:9]2[CH2:10][CH2:11][N:12]([C:15]([O:17][C:18]([CH3:21])([CH3:20])[CH3:19])=[O:16])[CH2:13][CH:14]=2)=[CH:6][CH:5]=[CH:4]1)C.[CH2:25](O)[CH3:26]. (4) Given the product [C:19]([C:18]1[CH:17]=[C:16]([NH:15][C:2]2[C:11]3[C:6](=[CH:7][N:8]=[C:9]([F:12])[CH:10]=3)[N:5]=[CH:4][C:3]=2[C:13]#[N:14])[CH:23]=[CH:22][CH:21]=1)#[N:20], predict the reactants needed to synthesize it. The reactants are: Cl[C:2]1[C:11]2[C:6](=[CH:7][N:8]=[C:9]([F:12])[CH:10]=2)[N:5]=[CH:4][C:3]=1[C:13]#[N:14].[NH2:15][C:16]1[CH:17]=[C:18]([CH:21]=[CH:22][CH:23]=1)[C:19]#[N:20]. (5) Given the product [ClH:1].[ClH:1].[CH2:3]([O:10][C:11]1[CH:16]=[CH:15][C:14]([C:17]2[CH:22]=[C:21]([O:23][CH:24]3[CH2:29][CH2:28][N:27]([CH3:39])[CH2:26][CH2:25]3)[N:20]=[N:19][C:18]=2[CH2:30][CH2:31][CH2:32][CH3:33])=[CH:13][C:12]=1[O:34][CH3:35])[C:4]1[CH:5]=[CH:6][CH:7]=[CH:8][CH:9]=1, predict the reactants needed to synthesize it. The reactants are: [ClH:1].Cl.[CH2:3]([O:10][C:11]1[CH:16]=[CH:15][C:14]([C:17]2[CH:22]=[C:21]([O:23][CH:24]3[CH2:29][CH2:28][NH:27][CH2:26][CH2:25]3)[N:20]=[N:19][C:18]=2[CH2:30][CH2:31][CH2:32][CH3:33])=[CH:13][C:12]=1[O:34][CH3:35])[C:4]1[CH:9]=[CH:8][CH:7]=[CH:6][CH:5]=1.C=O.O.[C:39](O[BH-](OC(=O)C)OC(=O)C)(=O)C.[Na+].Cl. (6) The reactants are: [CH3:1][O:2][C:3]([C:5]1[CH:6]=[C:7]([C:14]2[CH:19]=[CH:18][C:17]([CH3:20])=[CH:16][CH:15]=2)[CH:8]=[C:9]([N:11]=[N+:12]=[N-:13])[CH:10]=1)=[O:4].[C:21]([CH2:26][C:27]([O:29][CH2:30][CH3:31])=[O:28])(=O)[CH:22]([CH3:24])[CH3:23].CC[O-].[Na+]. Given the product [CH2:30]([O:29][C:27]([C:26]1[N:13]=[N:12][N:11]([C:9]2[CH:8]=[C:7]([C:14]3[CH:19]=[CH:18][C:17]([CH3:20])=[CH:16][CH:15]=3)[CH:6]=[C:5]([C:3]([O:2][CH3:1])=[O:4])[CH:10]=2)[C:21]=1[CH:22]([CH3:24])[CH3:23])=[O:28])[CH3:31], predict the reactants needed to synthesize it.